Task: Predict the reactants needed to synthesize the given product.. Dataset: Full USPTO retrosynthesis dataset with 1.9M reactions from patents (1976-2016) Given the product [Cl:1][C:2]1[CH:3]=[C:4]([C:22](=[O:23])[CH2:21][CH2:20][C:14]2[CH:15]=[CH:16][C:17]([O:18][CH3:19])=[C:12]([O:11][CH3:10])[CH:13]=2)[CH:5]=[CH:6][CH:7]=1, predict the reactants needed to synthesize it. The reactants are: [Cl:1][C:2]1[CH:3]=[C:4]([Mg]Br)[CH:5]=[CH:6][CH:7]=1.[CH3:10][O:11][C:12]1[CH:13]=[C:14]([CH2:20][CH2:21][C:22](N(OC)C)=[O:23])[CH:15]=[CH:16][C:17]=1[O:18][CH3:19].